This data is from Full USPTO retrosynthesis dataset with 1.9M reactions from patents (1976-2016). The task is: Predict the reactants needed to synthesize the given product. (1) Given the product [CH3:32][O:33][C:34](=[O:41])[C@H:35]([CH2:37][CH2:38][S:39][CH3:40])[NH:36][C:8](=[O:10])[C:7]1[CH:11]=[CH:12][C:4]([N+:1]([O-:3])=[O:2])=[CH:5][C:6]=1[C:13]1[CH:18]=[CH:17][CH:16]=[CH:15][CH:14]=1, predict the reactants needed to synthesize it. The reactants are: [N+:1]([C:4]1[CH:12]=[CH:11][C:7]([C:8]([OH:10])=O)=[C:6]([C:13]2[CH:18]=[CH:17][CH:16]=[CH:15][CH:14]=2)[CH:5]=1)([O-:3])=[O:2].ON1C(=O)C2C=CC=CC=2N=N1.Cl.[CH3:32][O:33][C:34](=[O:41])[C@H:35]([CH2:37][CH2:38][S:39][CH3:40])[NH2:36].C(N(CC)CC)C.C(C1C=CC=CC=1N(CC)CC)C. (2) Given the product [CH3:5][C:6]1([CH3:32])[CH2:11][CH:10]([NH:12][CH:13]=[O:34])[CH2:9][C:8]([CH3:31])([CH3:30])[NH:7]1, predict the reactants needed to synthesize it. The reactants are: B(O)(O)O.[CH3:5][C:6]1([CH3:32])[CH2:11][CH:10]([NH:12][CH2:13]CCCC[CH2:13][NH:12][CH:10]2[CH2:9][C:8]([CH3:31])([CH3:30])[NH:7][C:6]([CH3:32])([CH3:5])[CH2:11]2)[CH2:9][C:8]([CH3:31])([CH3:30])[NH:7]1.C(N)=[O:34].[OH-].[Na+]. (3) Given the product [CH2:31]([O:30][C:11]1[C:10]([CH2:8][OH:9])=[N:16][CH:15]=[C:14]([C:12]=1[OH:13])[C:18]([NH:20][CH2:21][C:22]1[CH:23]=[CH:24][C:25]([F:29])=[CH:26][C:27]=1[F:28])=[O:19])[C:32]1[CH:37]=[CH:36][CH:35]=[CH:34][CH:33]=1, predict the reactants needed to synthesize it. The reactants are: C[C@H]1N2[C:8]([C:10]3[N:16](C[C@@H]2OCC1)[CH:15]=[C:14]([C:18]([NH:20][CH2:21][C:22]1[CH:23]=[CH:24][C:25]([F:29])=[CH:26][C:27]=1[F:28])=[O:19])[C:12](=[O:13])[C:11]=3[OH:30])=[O:9].[CH2:31](OC1C(CO)=NC=C(C=1O)C(O)=O)[C:32]1[CH:37]=[CH:36][CH:35]=[CH:34][CH:33]=1.FC1C=C(F)C=CC=1CN. (4) Given the product [C:1]([O:5][C:6](=[O:16])[NH:7][CH:8]1[CH2:14][CH2:13][CH2:12][N:11]([S:30]([C:25]2[CH:26]=[CH:27][CH:28]=[CH:29][N:24]=2)(=[O:32])=[O:31])[CH2:10][CH:9]1[OH:15])([CH3:4])([CH3:2])[CH3:3], predict the reactants needed to synthesize it. The reactants are: [C:1]([O:5][C:6](=[O:16])[NH:7][CH:8]1[CH2:14][CH2:13][CH2:12][NH:11][CH2:10][CH:9]1[OH:15])([CH3:4])([CH3:3])[CH3:2].C(N(CC)CC)C.[N:24]1[CH:29]=[CH:28][CH:27]=[CH:26][C:25]=1[S:30](Cl)(=[O:32])=[O:31]. (5) Given the product [CH3:18][O:17][C:14]1[CH:15]=[CH:16][C:11]([CH2:10][N:9]([CH2:19][C:20]2[CH:25]=[CH:24][C:23]([O:26][CH3:27])=[CH:22][CH:21]=2)[C:4]2[N:5]=[C:6]([CH3:8])[N:7]=[C:2]([C:44]3[CH:43]=[C:42]([CH2:41][N:38]4[CH2:39][CH2:40][N:35]([C:33]([O:32][C:28]([CH3:31])([CH3:30])[CH3:29])=[O:34])[CH2:36][CH2:37]4)[CH:47]=[N:46][C:45]=3[F:48])[N:3]=2)=[CH:12][CH:13]=1, predict the reactants needed to synthesize it. The reactants are: Cl[C:2]1[N:7]=[C:6]([CH3:8])[N:5]=[C:4]([N:9]([CH2:19][C:20]2[CH:25]=[CH:24][C:23]([O:26][CH3:27])=[CH:22][CH:21]=2)[CH2:10][C:11]2[CH:16]=[CH:15][C:14]([O:17][CH3:18])=[CH:13][CH:12]=2)[N:3]=1.[C:28]([O:32][C:33]([N:35]1[CH2:40][CH2:39][N:38]([CH2:41][C:42]2[CH:43]=[C:44](B(O)O)[C:45]([F:48])=[N:46][CH:47]=2)[CH2:37][CH2:36]1)=[O:34])([CH3:31])([CH3:30])[CH3:29].C([O-])(=O)C.[K+].CC(N)CC1C=CC=CC=1.OP(O)(O)=O.O1CCOCC1.ClC1N=C(C)N=C2C=1N=CN2C1CCCCO1. (6) Given the product [CH3:21][C:22]1[CH:27]=[CH:26][C:25]([CH3:28])=[CH:24][C:23]=1[O:29][C:2]1[CH:11]=[C:10]2[C:5]([CH:6]=[C:7]([C:16]([O:18][CH2:19][CH3:20])=[O:17])[CH:8]([C:12]([F:15])([F:14])[F:13])[O:9]2)=[CH:4][CH:3]=1, predict the reactants needed to synthesize it. The reactants are: F[C:2]1[CH:11]=[C:10]2[C:5]([CH:6]=[C:7]([C:16]([O:18][CH2:19][CH3:20])=[O:17])[CH:8]([C:12]([F:15])([F:14])[F:13])[O:9]2)=[CH:4][CH:3]=1.[CH3:21][C:22]1[CH:27]=[CH:26][C:25]([CH3:28])=[CH:24][C:23]=1[OH:29].C(=O)([O-])[O-].[K+].[K+].O. (7) Given the product [CH2:1]([O:3][C:4]1[CH:5]=[C:6]([F:31])[C:7]([CH2:8][N:9]2[C:17]3[C:12](=[C:13]([CH3:18])[CH:14]=[CH:15][CH:16]=3)[C:11]([C:19]3[N:24]=[C:23]([NH:25][C:34]4[CH:39]=[CH:38][N:37]=[CH:36][CH:35]=4)[C:22]([O:26][CH3:27])=[CH:21][N:20]=3)=[N:10]2)=[C:28]([F:30])[CH:29]=1)[CH3:2], predict the reactants needed to synthesize it. The reactants are: [CH2:1]([O:3][C:4]1[CH:29]=[C:28]([F:30])[C:7]([CH2:8][N:9]2[C:17]3[C:12](=[C:13]([CH3:18])[CH:14]=[CH:15][CH:16]=3)[C:11]([C:19]3[N:24]=[C:23]([NH2:25])[C:22]([O:26][CH3:27])=[CH:21][N:20]=3)=[N:10]2)=[C:6]([F:31])[CH:5]=1)[CH3:2].Cl.F[C:34]1[CH:39]=[CH:38][N:37]=[CH:36][CH:35]=1.[H-].[Na+].O. (8) Given the product [CH3:1][O:2][CH2:3][CH:4]([NH:8][C:9]([C:11]1[C:19]2[C:14](=[N:15][CH:16]=[C:17]([C:20]3[C:28]4[C:23](=[CH:24][C:25]([Cl:29])=[CH:26][CH:27]=4)[N:22]([CH3:30])[N:21]=3)[N:18]=2)[NH:13][CH:12]=1)=[O:10])[CH2:5][O:6][CH3:7], predict the reactants needed to synthesize it. The reactants are: [CH3:1][O:2][CH2:3][CH:4]([NH:8][C:9]([C:11]1[C:19]2[C:14](=[N:15][CH:16]=[C:17]([C:20]3[C:28]4[C:23](=[CH:24][C:25]([Cl:29])=[CH:26][CH:27]=4)[N:22]([CH3:30])[N:21]=3)[N:18]=2)[N:13](COCC[Si](C)(C)C)[CH:12]=1)=[O:10])[CH2:5][O:6][CH3:7].C(O)(C(F)(F)F)=O.C(N)CN.